This data is from Peptide-MHC class I binding affinity with 185,985 pairs from IEDB/IMGT. The task is: Regression. Given a peptide amino acid sequence and an MHC pseudo amino acid sequence, predict their binding affinity value. This is MHC class I binding data. (1) The peptide sequence is PPEDPAVDL. The MHC is Mamu-A2601 with pseudo-sequence Mamu-A2601. The binding affinity (normalized) is 0. (2) The peptide sequence is VLMVDSFDPV. The MHC is HLA-A02:06 with pseudo-sequence HLA-A02:06. The binding affinity (normalized) is 0.683. (3) The peptide sequence is STCFKLMLK. The MHC is HLA-A11:01 with pseudo-sequence HLA-A11:01. The binding affinity (normalized) is 1.00. (4) The peptide sequence is RVRAYTYSK. The MHC is HLA-A02:02 with pseudo-sequence HLA-A02:02. The binding affinity (normalized) is 0.305.